Dataset: Full USPTO retrosynthesis dataset with 1.9M reactions from patents (1976-2016). Task: Predict the reactants needed to synthesize the given product. (1) Given the product [Cl:15][C:16]1[C:24]([Cl:25])=[C:23]([F:26])[CH:22]=[CH:21][C:17]=1[C:18]([N:4]1[CH2:5][CH2:6][NH:1][C:2](=[O:7])[CH2:3]1)=[O:19], predict the reactants needed to synthesize it. The reactants are: [NH:1]1[CH2:6][CH2:5][NH:4][CH2:3][C:2]1=[O:7].C(N(CC)CC)C.[Cl:15][C:16]1[C:24]([Cl:25])=[C:23]([F:26])[CH:22]=[CH:21][C:17]=1[C:18](Cl)=[O:19]. (2) The reactants are: [C:1]([O:5][C:6]([NH:8][C@@:9]1([C:24]([O:26][C:27]([CH3:30])([CH3:29])[CH3:28])=[O:25])[C:14](=[CH2:15])[C:13](=[O:16])[C@@H:12]2[C@H:10]1[C@H:11]2[C:17]([O:19][C:20]([CH3:23])([CH3:22])[CH3:21])=[O:18])=[O:7])([CH3:4])([CH3:3])[CH3:2].[F:31][C:32]1[CH:37]=[CH:36][C:35]([SH:38])=[CH:34][C:33]=1[CH3:39].C(N(CC)CC)C.B1(C)OC(C2C=CC=CC=2)(C2C=CC=CC=2)[C@H]2N1CCC2.B.CSC. Given the product [C:1]([O:5][C:6]([NH:8][C@@:9]1([C:24]([O:26][C:27]([CH3:30])([CH3:29])[CH3:28])=[O:25])[C@H:14]([CH2:15][S:38][C:35]2[CH:36]=[CH:37][C:32]([F:31])=[C:33]([CH3:39])[CH:34]=2)[C@H:13]([OH:16])[C@@H:12]2[C@H:10]1[C@H:11]2[C:17]([O:19][C:20]([CH3:21])([CH3:23])[CH3:22])=[O:18])=[O:7])([CH3:4])([CH3:2])[CH3:3], predict the reactants needed to synthesize it. (3) Given the product [C:9]([O:8][CH2:7][CH:2]1[CH2:3][CH2:4][CH:5]=[CH:6][O:1]1)(=[O:11])[CH3:10], predict the reactants needed to synthesize it. The reactants are: [O:1]1[CH:6]=[CH:5][CH2:4][CH2:3][CH:2]1[CH2:7][OH:8].[C:9](OC(=O)C)(=[O:11])[CH3:10].N1C=CC=CC=1.II. (4) Given the product [C:35]1([CH:28]([C:29]2[CH:30]=[CH:31][CH:32]=[CH:33][CH:34]=2)[CH2:27][NH:26][C:4]2[N:3]=[C:2]([N:53]3[CH:54]=[C:50]([N+:47]([O-:49])=[O:48])[N:51]=[CH:52]3)[N:10]=[C:9]3[C:5]=2[N:6]=[CH:7][N:8]3[C@@H:11]2[CH2:15][C@H:14]([NH:16][C:17](=[O:18])[CH2:19][OH:20])[C@@H:13]([OH:24])[C@H:12]2[OH:25])[CH:36]=[CH:37][CH:38]=[CH:39][CH:40]=1, predict the reactants needed to synthesize it. The reactants are: Cl[C:2]1[N:10]=[C:9]2[C:5]([N:6]=[CH:7][N:8]2[C@@H:11]2[CH2:15][C@H:14]([NH:16][C:17]([CH2:19][O:20]C(=O)C)=[O:18])[C@@H:13]([OH:24])[C@H:12]2[OH:25])=[C:4]([NH:26][CH2:27][CH:28]([C:35]2[CH:40]=[CH:39][CH:38]=[CH:37][CH:36]=2)[C:29]2[CH:34]=[CH:33][CH:32]=[CH:31][CH:30]=2)[N:3]=1.C(=O)([O-])[O-].[K+].[K+].[N+:47]([C:50]1[N:51]=[CH:52][NH:53][CH:54]=1)([O-:49])=[O:48]. (5) Given the product [NH:3]1[CH2:2][CH2:1][N:4]=[C:15]1[C:13]1[S:12][C:10]2[N:11]=[C:6]([NH2:5])[N:7]=[C:8]([C:19]3[CH:24]=[CH:23][C:22]([CH3:25])=[CH:21][C:20]=3[CH3:26])[C:9]=2[CH:14]=1, predict the reactants needed to synthesize it. The reactants are: [CH2:1]([NH2:4])[CH2:2][NH2:3].[NH2:5][C:6]1[N:7]=[C:8]([C:19]2[CH:24]=[CH:23][C:22]([CH3:25])=[CH:21][C:20]=2[CH3:26])[C:9]2[CH:14]=[C:13]([C:15](NO)=N)[S:12][C:10]=2[N:11]=1. (6) Given the product [NH2:21][CH2:20][C:19]([NH:18][C@H:4]([B:5]1[O:9][C@@H:8]2[CH2:10][C@@H:11]3[CH2:14][C@H:13]([C@:7]2([CH3:17])[O:6]1)[C:12]3([CH3:15])[CH3:16])[CH2:3][CH:2]([CH3:30])[CH3:1])=[O:29], predict the reactants needed to synthesize it. The reactants are: [CH3:1][CH:2]([CH3:30])[CH2:3][C@H:4]([NH:18][C:19](=[O:29])[CH2:20][NH:21]C(=O)OC(C)(C)C)[B:5]1[O:9][C@@H:8]2[CH2:10][C@@H:11]3[CH2:14][C@H:13]([C@:7]2([CH3:17])[O:6]1)[C:12]3([CH3:16])[CH3:15].Cl.